Dataset: Drug-target binding data from BindingDB using Ki measurements. Task: Regression. Given a target protein amino acid sequence and a drug SMILES string, predict the binding affinity score between them. We predict pKi (pKi = -log10(Ki in M); higher means stronger inhibition). Dataset: bindingdb_ki. (1) The small molecule is CCCCCCC(C)(C)c1ccc([C@H]2C[C@@H](O)CC[C@@H]2CCCO)c(O)c1. The target protein (P56971) has sequence MKSILDGLADTTFRTITTDLLYVGSNDIQYEDMKGDMASKLGYYPQKFPLSSFRGDPFQEKMTGGDDSLLSIIPSEQVNITEFYNKSLSTFKDNEENIQCGENFMDMECFMILNPSQQLAIAVLSLTLGTFTVLENLLVLCVILHSRSLRCRPSYHFIGSLAVADLLGSVIFVYSFVDFHVFHRKDSPNVFLFKLGGVTASFTASVGSLFLTAIDRYISIHRPLAYKRIVTRPKAVVAFCVMWTIAIVIAVLPLLGWNCKKLNSVCSDIFPLIDETYLMFWIGVTSILLLFIVYAYMYILWKAHSHAVRMLQRGTQKSIIIQSTEDGKVQITRPDQTRMDIRLAKTLVLILVVLIICWGPLLAIMVYDVFGKMNKLIKTIFAFCSMLCLLNSTVNPIIYALRSKDLRHAFRSMFPTCEGTAQPLDNSMESDCQHKHANNAGNVHRAAESCIKSTVKIAKVTMSVSTDTTAEAL. The pKi is 8.2. (2) The compound is Cc1nc(N2CCN(CCCc3c[nH]c4ccc(F)cc34)CC2)sc1C(N)=O. The target protein sequence is MDPLNLSWYDDDLERQNWSRPFNGSDGKADRPHYNYYATLLTLLIAVIVFGNVLVCMAVSREKALQTTTNYLIVSLAVADLLVATLVMPWVVYLEVVGEWKFSRIHCDIFVTLDVMMCTASILNLCAISIDRYTAVAMPMLYNTRYSSKRRVTVMISIVWVLSFTISCPLLFGLNNADQNECIIANPAFVVYSSIVSFYVPFIVTLLVYIKIYIVLRRRRKRVNTKRSSRAFRAHLRAPLKEAARRAQELEMEMLSSTSPPERTRYSPIPPSHHQLTLPDPSHHGLHSTPDSPAKPEKNGHAKDHPKIAKIFEIQTMPNGKTRTSLKTMSRRKLSQQKEKKATQMLAIVLGVFIICWLPFFITHILNIHCDCNIPPVLYSAFTWLGYVNSAVNPIIYTTFNIEFRKAFLKILHC. The pKi is 6.5. (3) The small molecule is Nc1ccc2nc(SCc3nc4ccccc4c(=O)n3-c3cccc(C(F)(F)F)c3)[nH]c2c1. The target protein (P49862) has sequence MARSLLLPLQILLLSLALETAGEEAQGDKIIDGAPCARGSHPWQVALLSGNQLHCGGVLVNERWVLTAAHCKMNEYTVHLGSDTLGDRRAQRIKASKSFRHPGYSTQTHVNDLMLVKLNSQARLSSMVKKVRLPSRCEPPGTTCTVSGWGTTTSPDVTFPSDLMCVDVKLISPQDCTKVYKDLLENSMLCAGIPDSKKNACNGDSGGPLVCRGTLQGLVSWGTFPCGQPNDPGVYTQVCKFTKWINDTMKKHR. The pKi is 4.8. (4) The drug is CC(C)CN(Cc1cc(Cl)c2c(c1)CCCCO2)C(=O)C1CCN(Cc2cccc3cc[nH]c23)C1. The pKi is 7.8. The target protein sequence is MPPPAWMEPTVGALGENTTDTSTSFLSLVNARGAQAASFPFTLSYGDYDTALGEEEDVTKSWTFFAARIVIGMALVAIMLVCGVGNFIFITTLARYKKLRNLTNLLIANLAISDFLVAIVCCPFEMDYYVVRQLSWEHGHVLCASVNYLRTVSLYVSTNALLAIAIDRYLAIVHPLRPRMKCQTAAGLIFLVWSVSILIAIPAAYFTTETVLVIVESQEKIFCGQIWPVDQQVYYRSYFLLVFGLEFVGPVVAMTLCYARVSRELWFKAVPGFQTEQIRRRLRCRRRTVLGLVCVLSAYVLCWAPFYGFTIVRDFFPSVFVKEKHYLTAFYVVECIAMSNSMINTLCFVSVRNNTSKYLKRILRLQWRASPSGSKASADLDLRTTGMPATEEVDCIGLK. (5) The pKi is 5.0. The drug is CCCC(=O)Nc1nc2c(c(=O)[nH]1)NCN2C1OC2OP(=O)([O-])OC2C1OC(=O)CCC. The target protein (P01355) has sequence MKCGVCLCVVMAVLAAGALAQPVVPVEAVDPMEQRAEEAPRRQLRAVLRPDSEPRARLGALLARYIQQVRKAPSGRMSVLKNLQGLDPSHRISDRDYMGWMDFGRRSAEDYEYPS. (6) The compound is CCC[C@@H]1NC(=O)[C@@H](C(C)C)NC(=O)[C@@H](CCc2ccccc2)NCCOc2ccccc2CCCNC1=O. The target protein (O43193) has sequence MGSPWNGSDGPEGAREPPWPALPPCDERRCSPFPLGALVPVTAVCLCLFVVGVSGNVVTVMLIGRYRDMRTTTNLYLGSMAVSDLLILLGLPFDLYRLWRSRPWVFGPLLCRLSLYVGEGCTYATLLHMTALSVERYLAICRPLRARVLVTRRRVRALIAVLWAVALLSAGPFLFLVGVEQDPGISVVPGLNGTARIASSPLASSPPLWLSRAPPPSPPSGPETAEAAALFSRECRPSPAQLGALRVMLWVTTAYFFLPFLCLSILYGLIGRELWSSRRPLRGPAASGRERGHRQTVRVLLVVVLAFIICWLPFHVGRIIYINTEDSRMMYFSQYFNIVALQLFYLSASINPILYNLISKKYRAAAFKLLLARKSRPRGFHRSRDTAGEVAGDTGGDTVGYTETSANVKTMG. The pKi is 5.8. (7) The drug is CC[C@H](C)[C@@H]1NC(=O)[C@H](Cc2ccc(OP(=O)(O)O)cc2)NC(=O)[C@H](CC(=O)O)NC(=O)[C@H](CCC(=O)O)N[C@H](C(N)=O)CSCC(=O)[C@H](Cc2ccccc2)NC(=O)[C@H](COP(=O)(O)O)NC1=O. The target protein (O15297) has sequence MAGLYSLGVSVFSDQGGRKYMEDVTQIVVEPEPTAEEKPSPRRSLSQPLPPRPSPAALPGGEVSGKGPAVAAREARDPLPDAGASPAPSRCCRRRSSVAFFAVCDGHGGREAAQFAREHLWGFIKKQKGFTSSEPAKVCAAIRKGFLACHLAMWKKLAEWPKTMTGLPSTSGTTASVVIIRGMKMYVAHVGDSGVVLGIQDDPKDDFVRAVEVTQDHKPELPKERERIEGLGGSVMNKSGVNRVVWKRPRLTHNGPVRRSTVIDQIPFLAVARALGDLWSYDFFSGEFVVSPEPDTSVHTLDPQKHKYIILGSDGLWNMIPPQDAISMCQDQEEKKYLMGEHGQSCAKMLVNRALGRWRQRMLRADNTSAIVICISPEVDNQGNFTNEDELYLNLTDSPSYNSQETCVMTPSPCSTPPVKSLEEDPWPRVNSKDHIPALVRSNAFSENFLEVSAEIARENVQGVVIPSKDPEPLEENCAKALTLRIHDSLNNSLPIGLVP.... The pKi is 6.8. (8) The small molecule is CCCCCCCCCCCCNC(=O)CCCNC(=O)[C@@H]1CCCN1. The target protein (P42785) has sequence MGRRALLLLLLSFLAPWATIALRPALRALGSLHLPTNPTSLPAVAKNYSVLYFQQKVDHFGFNTVKTFNQRYLVADKYWKKNGGSILFYTGNEGDIIWFCNNTGFMWDVAEELKAMLVFAEHRYYGESLPFGDNSFKDSRHLNFLTSEQALADFAELIKHLKRTIPGAENQPVIAIGGSYGGMLAAWFRMKYPHMVVGALAASAPIWQFEDLVPCGVFMKIVTTDFRKSGPHCSESIHRSWDAINRLSNTGSGLQWLTGALHLCSPLTSQDIQHLKDWISETWVNLAMVDYPYASNFLQPLPAWPIKVVCQYLKNPNVSDSLLLQNIFQALNVYYNYSGQVKCLNISETATSSLGTLGWSYQACTEVVMPFCTNGVDDMFEPHSWNLKELSDDCFQQWGVRPRPSWITTMYGGKNISSHTNIVFSNGELDPWSGGGVTKDITDTLVAVTISEGAHHLDLRTKNALDPMSVLLARSLEVRHMKNWIRDFYDSAGKQH. The pKi is 5.2. (9) The drug is COc1ccc2c(c1)c1c(n2C)CCCC1NC(C)=O. The target protein (P49288) has sequence MERPGSNGSCSGCRLEGGPAARAASGLAAVLIVTIVVDVLGNALVILSVLRNKKLRNAGNIFVVSLSVADLVVAVYPYPLILSAIFHNGWTMGNIHCQISGFLMGLSVIGSIFNITAIAINRYCYICHSLRYDKLFNLKNTCCYICLTWTLTVVAIVPNFFVGSLQYDPRIYSCTFAQTVSTSYTITVVVVHFIVPLSIVTFCYLRIWILVIQVKHRVRQDCKQKIRAADIRNFLTMFVVFVLFAVCWGPLNFIGLAVSINPSKVQPHIPEWLFVLSYFMAYFNSCLNAVIYGLLNQNFRKEYKRILLMLRTPRLLFIDVSKGGTEGLKSKPSPAVTNNNQAEIHL. The pKi is 9.0.